This data is from Catalyst prediction with 721,799 reactions and 888 catalyst types from USPTO. The task is: Predict which catalyst facilitates the given reaction. (1) Reactant: [C:1]([N:5]1[CH2:10][CH2:9][NH:8][CH2:7][CH2:6]1)([CH3:4])([CH3:3])[CH3:2].F[C:12]1[C:19]([F:20])=[CH:18][C:17]([F:21])=[CH:16][C:13]=1[CH:14]=[O:15].O.C(OCC)(=O)C. Product: [C:1]([N:5]1[CH2:10][CH2:9][N:8]([C:12]2[C:19]([F:20])=[CH:18][C:17]([F:21])=[CH:16][C:13]=2[CH:14]=[O:15])[CH2:7][CH2:6]1)([CH3:4])([CH3:3])[CH3:2]. The catalyst class is: 12. (2) Reactant: [N+:1]([C:4]1[CH:10]=[CH:9][CH:8]=[CH:7][C:5]=1[NH2:6])([O-:3])=[O:2].[CH3:11][N:12]1[C:20]2[C:15](=[CH:16][CH:17]=[CH:18][CH:19]=2)[CH:14]=[C:13]1C=O.[BH-](OC(C)=O)(OC(C)=O)O[C:25](C)=O.[Na+].C(=O)([O-])O.[Na+]. The catalyst class is: 506. Product: [CH3:11][N:12]1[C:20]2[C:15](=[CH:16][CH:17]=[CH:18][CH:19]=2)[C:14]([CH2:25][NH:6][C:5]2[CH:7]=[CH:8][CH:9]=[CH:10][C:4]=2[N+:1]([O-:3])=[O:2])=[CH:13]1.